This data is from Peptide-MHC class II binding affinity with 134,281 pairs from IEDB. The task is: Regression. Given a peptide amino acid sequence and an MHC pseudo amino acid sequence, predict their binding affinity value. This is MHC class II binding data. The peptide sequence is MAFLRSVSCLAAAVF. The MHC is DRB1_0401 with pseudo-sequence DRB1_0401. The binding affinity (normalized) is 0.125.